From a dataset of Full USPTO retrosynthesis dataset with 1.9M reactions from patents (1976-2016). Predict the reactants needed to synthesize the given product. (1) Given the product [CH3:1][O:2][C:3](=[O:34])[CH:4]([O:29][C:30]([CH3:31])([CH3:33])[CH3:32])[C:5]1[N:6]([CH3:28])[C:7](=[O:27])[C:8]2[C:13]([C:14]=1[C:15]1[C:16]([CH3:25])=[C:17]3[C:22](=[CH:23][CH:24]=1)[O:21][CH2:20][CH2:19][CH2:18]3)=[CH:12][CH:11]=[C:10]([O:26][CH2:43][CH2:44][OH:45])[CH:9]=2, predict the reactants needed to synthesize it. The reactants are: [CH3:1][O:2][C:3](=[O:34])[CH:4]([O:29][C:30]([CH3:33])([CH3:32])[CH3:31])[C:5]1[N:6]([CH3:28])[C:7](=[O:27])[C:8]2[C:13]([C:14]=1[C:15]1[C:16]([CH3:25])=[C:17]3[C:22](=[CH:23][CH:24]=1)[O:21][CH2:20][CH2:19][CH2:18]3)=[CH:12][CH:11]=[C:10]([OH:26])[CH:9]=2.C([O-])([O-])=O.[K+].[K+].BrC[CH2:43][CH2:44][OH:45]. (2) Given the product [Cl:9][C:10]1[CH:11]=[CH:12][C:13]([O:34][CH2:38][C:37]2[CH:40]=[CH:41][C:42]([F:44])=[CH:43][C:36]=2[F:35])=[C:14]([C:16]2[N:17]([C:25]3[CH:26]=[C:27]([CH:31]=[CH:32][CH:33]=3)[C:28]([OH:30])=[O:29])[C:18]([C:21]([F:24])([F:22])[F:23])=[CH:19][CH:20]=2)[CH:15]=1, predict the reactants needed to synthesize it. The reactants are: C(=O)([O-])[O-].[K+].[K+].[I-].[K+].[Cl:9][C:10]1[CH:11]=[CH:12][C:13]([OH:34])=[C:14]([C:16]2[N:17]([C:25]3[CH:26]=[C:27]([CH:31]=[CH:32][CH:33]=3)[C:28]([OH:30])=[O:29])[C:18]([C:21]([F:24])([F:23])[F:22])=[CH:19][CH:20]=2)[CH:15]=1.[F:35][C:36]1[CH:43]=[C:42]([F:44])[CH:41]=[CH:40][C:37]=1[CH2:38]Br. (3) Given the product [Cl:17][C:12]1[CH:11]=[C:10]([CH:15]=[CH:14][C:13]=1[F:16])[C:9]([NH:8][C@H:5]1[CH2:4][CH2:3][C@@H:2]([NH:1][C:20]2[CH:21]=[C:22]([NH:27][CH3:28])[N:23]=[C:24]([CH3:26])[N:25]=2)[CH2:7][CH2:6]1)=[O:18], predict the reactants needed to synthesize it. The reactants are: [NH2:1][C@@H:2]1[CH2:7][CH2:6][C@H:5]([NH:8][C:9](=[O:18])[C:10]2[CH:15]=[CH:14][C:13]([F:16])=[C:12]([Cl:17])[CH:11]=2)[CH2:4][CH2:3]1.Cl[C:20]1[N:25]=[C:24]([CH3:26])[N:23]=[C:22]([NH:27][CH3:28])[CH:21]=1.C([O-])(O)=O.[Na+].